This data is from Full USPTO retrosynthesis dataset with 1.9M reactions from patents (1976-2016). The task is: Predict the reactants needed to synthesize the given product. Given the product [F:1][C:2]([F:7])([F:6])[C:3]([OH:5])=[O:4].[OH:8][C:9]1[CH:17]=[CH:16][C:12]([C:13]([NH2:15])=[NH:14])=[CH:11][C:10]=1[CH2:18][CH2:19][C@@H:20]1[CH2:24][CH2:23][CH2:22][N:21]1[C:25](=[O:39])[C:26]1[CH:31]=[CH:30][C:29]([C:32]2[CH:37]=[CH:36][C:35](=[O:38])[NH:34][CH:33]=2)=[CH:28][CH:27]=1, predict the reactants needed to synthesize it. The reactants are: [F:1][C:2]([F:7])([F:6])[C:3]([OH:5])=[O:4].[OH:8][C:9]1[CH:17]=[CH:16][C:12]([C:13]([NH2:15])=[NH:14])=[CH:11][C:10]=1[CH:18]=[CH:19][C@H:20]1[CH2:24][CH2:23][CH2:22][N:21]1[C:25](=[O:39])[C:26]1[CH:31]=[CH:30][C:29]([C:32]2[CH:37]=[CH:36][C:35](=[O:38])[NH:34][CH:33]=2)=[CH:28][CH:27]=1.